This data is from Forward reaction prediction with 1.9M reactions from USPTO patents (1976-2016). The task is: Predict the product of the given reaction. Given the reactants [C:1]([CH2:4][CH2:5][NH:6][C:7]([C:9]1[N:10]([CH2:17][CH2:18][CH3:19])[CH:11]=[C:12]([N+:14]([O-])=O)[CH:13]=1)=[O:8])(=[NH:3])[NH2:2].[H][H], predict the reaction product. The product is: [C:1]([CH2:4][CH2:5][NH:6][C:7]([C:9]1[N:10]([CH2:17][CH2:18][CH3:19])[CH:11]=[C:12]([NH2:14])[CH:13]=1)=[O:8])(=[NH:2])[NH2:3].